This data is from Reaction yield outcomes from USPTO patents with 853,638 reactions. The task is: Predict the reaction yield, written as a fraction of the theoretical maximum amount of product (1.0 means a 100% yield; for example, 0.34 means a 34% yield). (1) The reactants are [Sn](Cl)Cl.[Br:4][C:5]1[CH:13]=[CH:12][C:11]([N+:14]([O-])=O)=[CH:10][C:6]=1[C:7]([OH:9])=[O:8].[CH2:17]([OH:19])[CH3:18]. No catalyst specified. The product is [C:17]([NH:14][C:11]1[CH:12]=[CH:13][C:5]([Br:4])=[C:6]([CH:10]=1)[C:7]([OH:9])=[O:8])(=[O:19])[CH3:18]. The yield is 0.960. (2) The reactants are [CH3:1][O:2][C:3]1[CH:4]=[C:5]2[C:10](=[CH:11][C:12]=1[O:13][CH3:14])[N:9]=[CH:8][N:7]=[C:6]2[O:15][C:16]1[CH:22]=[CH:21][C:19]([NH2:20])=[CH:18][CH:17]=1.C(N(CC)CC)C.ClC(Cl)(O[C:34](=[O:40])OC(Cl)(Cl)Cl)Cl.[NH2:42][C:43]1[S:44][C:45]([CH3:48])=[CH:46][N:47]=1. The catalyst is C(Cl)(Cl)Cl.O. The product is [CH3:1][O:2][C:3]1[CH:4]=[C:5]2[C:10](=[CH:11][C:12]=1[O:13][CH3:14])[N:9]=[CH:8][N:7]=[C:6]2[O:15][C:16]1[CH:22]=[CH:21][C:19]([NH:20][C:34]([NH:42][C:43]2[S:44][C:45]([CH3:48])=[CH:46][N:47]=2)=[O:40])=[CH:18][CH:17]=1. The yield is 0.382. (3) The reactants are [F:1][C:2]1[C:3]([N+:10]([O-:12])=[O:11])=[C:4]([NH2:9])[C:5]([NH2:8])=[CH:6][CH:7]=1.[C:13](O[BH3-])(=O)[CH3:14].[Na+].CO.[CH:21](=O)[CH3:22]. The catalyst is C(=O)([O-])O.[Na+].[OH-].[Na+].C(O)(=O)C. The product is [CH2:21]([N:8]([CH2:13][CH3:14])[C:5]1[C:4]([NH2:9])=[C:3]([N+:10]([O-:12])=[O:11])[C:2]([F:1])=[CH:7][CH:6]=1)[CH3:22]. The yield is 0.890. (4) The reactants are [OH-].[Li+].[CH:3]1([C@H:9]([NH:14][C:15]([C:17]2[CH:22]=[CH:21][C:20]([C:23]3[CH:28]=[CH:27][C:26]([OH:29])=[CH:25][CH:24]=3)=[CH:19][C:18]=2[NH:30][C:31]([NH:33][C:34]2[C:39]([CH3:40])=[CH:38][CH:37]=[CH:36][C:35]=2[CH3:41])=[O:32])=[O:16])[C:10]([O:12]C)=[O:11])[CH2:8][CH2:7][CH2:6][CH2:5][CH2:4]1.CO.O. The catalyst is C1COCC1. The product is [CH:3]1([C@H:9]([NH:14][C:15]([C:17]2[CH:22]=[CH:21][C:20]([C:23]3[CH:28]=[CH:27][C:26]([OH:29])=[CH:25][CH:24]=3)=[CH:19][C:18]=2[NH:30][C:31]([NH:33][C:34]2[C:39]([CH3:40])=[CH:38][CH:37]=[CH:36][C:35]=2[CH3:41])=[O:32])=[O:16])[C:10]([OH:12])=[O:11])[CH2:4][CH2:5][CH2:6][CH2:7][CH2:8]1. The yield is 0.360. (5) The reactants are [Br:1][C:2]1[CH:3]=[CH:4][C:5]([C:10](OC)=[O:11])=[N:6][C:7]=1[O:8][CH3:9].CC(C[AlH]CC(C)C)C.C(C(C(C([O-])=O)O)O)([O-])=O. The catalyst is ClCCl. The product is [Br:1][C:2]1[CH:3]=[CH:4][C:5]([CH2:10][OH:11])=[N:6][C:7]=1[O:8][CH3:9]. The yield is 0.933. (6) The reactants are [Cl:1][C:2]1[CH:7]=[CH:6][CH:5]=[CH:4][C:3]=1[CH2:8][CH2:9][N:10]1[C:14]([C:15]2[CH:20]=[CH:19][C:18]([F:21])=[CH:17][CH:16]=2)=[C:13]([C:22]2[CH:27]=[C:26]([C:28]#N)[CH:25]=[CH:24][N:23]=2)[N:12]=[CH:11]1.[OH-:30].[Na+].C[OH:33]. No catalyst specified. The product is [Cl:1][C:2]1[CH:7]=[CH:6][CH:5]=[CH:4][C:3]=1[CH2:8][CH2:9][N:10]1[C:14]([C:15]2[CH:20]=[CH:19][C:18]([F:21])=[CH:17][CH:16]=2)=[C:13]([C:22]2[CH:27]=[C:26]([C:28]([OH:33])=[O:30])[CH:25]=[CH:24][N:23]=2)[N:12]=[CH:11]1. The yield is 0.430. (7) The reactants are [CH3:1][O:2][C:3](=[O:15])[C@H:4]([CH2:13][OH:14])[NH:5][C:6]([O:8][C:9]([CH3:12])([CH3:11])[CH3:10])=[O:7].N1C=CC=CC=1.[C:22](Cl)([O:24][CH2:25][C:26]1[CH:31]=[CH:30][CH:29]=[CH:28][CH:27]=1)=[O:23]. The catalyst is C(Cl)Cl. The product is [CH2:25]([O:24][C:22]([O:14][CH2:13][C@H:4]([NH:5][C:6]([O:8][C:9]([CH3:12])([CH3:10])[CH3:11])=[O:7])[C:3]([O:2][CH3:1])=[O:15])=[O:23])[C:26]1[CH:31]=[CH:30][CH:29]=[CH:28][CH:27]=1. The yield is 0.890. (8) The reactants are [CH3:1][CH:2]([C:4]1[N:8]=[C:7]([N:9]2[CH2:14][CH2:13][CH:12]([CH2:15][OH:16])[CH2:11][CH2:10]2)[O:6][N:5]=1)[CH3:3].C(N(CC)CC)C.[CH3:24][S:25](Cl)(=[O:27])=[O:26]. The catalyst is ClCCl. The product is [CH3:24][S:25]([O:16][CH2:15][CH:12]1[CH2:13][CH2:14][N:9]([C:7]2[O:6][N:5]=[C:4]([CH:2]([CH3:1])[CH3:3])[N:8]=2)[CH2:10][CH2:11]1)(=[O:27])=[O:26]. The yield is 0.940.